From a dataset of Forward reaction prediction with 1.9M reactions from USPTO patents (1976-2016). Predict the product of the given reaction. (1) The product is: [N:33]1[CH:38]=[CH:37][C:36]([C:2]2[CH:7]=[CH:6][N:5]3[C:8]([C:11]4[CH:12]=[CH:13][C:14]([CH2:17][CH2:18][CH2:19][C:20]([NH:22][C:23]5[CH:28]=[CH:27][CH:26]=[C:25]([C:29]([F:30])([F:31])[F:32])[CH:24]=5)=[O:21])=[CH:15][CH:16]=4)=[CH:9][N:10]=[C:4]3[CH:3]=2)=[CH:35][CH:34]=1. Given the reactants Cl[C:2]1[CH:7]=[CH:6][N:5]2[C:8]([C:11]3[CH:16]=[CH:15][C:14]([CH2:17][CH2:18][CH2:19][C:20]([NH:22][C:23]4[CH:28]=[CH:27][CH:26]=[C:25]([C:29]([F:32])([F:31])[F:30])[CH:24]=4)=[O:21])=[CH:13][CH:12]=3)=[CH:9][N:10]=[C:4]2[CH:3]=1.[N:33]1[CH:38]=[CH:37][C:36](B(O)O)=[CH:35][CH:34]=1.COC1C=CC=C(OC)C=1C1C=CC=CC=1P(C1CCCCC1)C1CCCCC1.[O-]P([O-])([O-])=O.[K+].[K+].[K+], predict the reaction product. (2) Given the reactants Cl[C:2]1[CH:11]=[C:10]([C:12]2[CH:13]=[N:14][C:15]([CH3:18])=[N:16][CH:17]=2)[C:9]2[CH2:8][CH2:7][CH2:6][CH2:5][C:4]=2[N:3]=1.[F:19][C:20]1[C:21]([CH2:26][OH:27])=[N:22][CH:23]=[CH:24][CH:25]=1.C(=O)([O-])[O-].[Cs+].[Cs+], predict the reaction product. The product is: [F:19][C:20]1[C:21]([CH2:26][O:27][C:2]2[CH:11]=[C:10]([C:12]3[CH:13]=[N:14][C:15]([CH3:18])=[N:16][CH:17]=3)[C:9]3[CH2:8][CH2:7][CH2:6][CH2:5][C:4]=3[N:3]=2)=[N:22][CH:23]=[CH:24][CH:25]=1. (3) The product is: [O:1]1[CH2:6][CH2:5][O:4][C:3]2[CH:7]=[C:8]([C:11]([NH:13][C:14]3[CH:35]=[CH:34][C:17]([CH2:18][N:19]4[C:27]5[C:22](=[CH:23][CH:24]=[CH:25][CH:26]=5)[C:21]([CH2:28][C:29]([OH:31])=[O:30])=[N:20]4)=[CH:16][CH:15]=3)=[O:12])[CH:9]=[CH:10][C:2]1=2. Given the reactants [O:1]1[CH2:6][CH2:5][O:4][C:3]2[CH:7]=[C:8]([C:11]([NH:13][C:14]3[CH:35]=[CH:34][C:17]([CH2:18][N:19]4[C:27]5[C:22](=[CH:23][CH:24]=[CH:25][CH:26]=5)[C:21]([CH2:28][C:29]([O:31]CC)=[O:30])=[N:20]4)=[CH:16][CH:15]=3)=[O:12])[CH:9]=[CH:10][C:2]1=2.O.[OH-].[Li+].O.Cl, predict the reaction product. (4) Given the reactants [CH2:1]([O:3][C:4](=[O:27])[CH2:5][N:6]1[C:14]2[CH2:13][CH2:12][CH2:11][CH:10]([NH:15][S:16]([C:19]3[CH:20]=[N:21][C:22](Cl)=[C:23]([Br:25])[CH:24]=3)(=[O:18])=[O:17])[C:9]=2[CH:8]=[N:7]1)[CH3:2].[H-].[Na+].[Cl:30][C:31]1[CH:36]=[CH:35][C:34]([OH:37])=[CH:33][CH:32]=1.C(O)(=O)C, predict the reaction product. The product is: [CH2:1]([O:3][C:4](=[O:27])[CH2:5][N:6]1[C:14]2[CH2:13][CH2:12][CH2:11][CH:10]([NH:15][S:16]([C:19]3[CH:20]=[N:21][C:22]([O:37][C:34]4[CH:35]=[CH:36][C:31]([Cl:30])=[CH:32][CH:33]=4)=[C:23]([Br:25])[CH:24]=3)(=[O:17])=[O:18])[C:9]=2[CH:8]=[N:7]1)[CH3:2]. (5) Given the reactants [F:1][C:2]1[CH:7]=[CH:6][C:5]([CH2:8][C:9]2[CH:18]=[C:17]3[C:12]([C:13]([OH:26])=[C:14]([C:21]([O:23]CC)=O)[C:15](=[O:20])[N:16]3[CH3:19])=[N:11][CH:10]=2)=[CH:4][CH:3]=1.[NH2:27][CH2:28][CH2:29][N:30]([CH3:35])[S:31]([CH3:34])(=[O:33])=[O:32], predict the reaction product. The product is: [F:1][C:2]1[CH:7]=[CH:6][C:5]([CH2:8][C:9]2[CH:18]=[C:17]3[C:12]([C:13]([OH:26])=[C:14]([C:21]([NH:27][CH2:28][CH2:29][N:30]([CH3:35])[S:31]([CH3:34])(=[O:33])=[O:32])=[O:23])[C:15](=[O:20])[N:16]3[CH3:19])=[N:11][CH:10]=2)=[CH:4][CH:3]=1. (6) Given the reactants Br/[C:2](/[F:16])=[C:3](/[F:15])\[C:4]1[CH:9]=[CH:8][C:7]([O:10][CH3:11])=[C:6]([N+:12]([O-:14])=[O:13])[CH:5]=1.[CH3:17][O:18][C:19]1[CH:20]=[C:21](B(O)O)[CH:22]=[C:23]([O:27][CH3:28])[C:24]=1[O:25][CH3:26].C([O-])([O-])=O.[Na+].[Na+].CC(C)=O, predict the reaction product. The product is: [F:16]/[C:2](/[C:21]1[CH:22]=[C:23]([O:27][CH3:28])[C:24]([O:25][CH3:26])=[C:19]([O:18][CH3:17])[CH:20]=1)=[C:3](\[F:15])/[C:4]1[CH:9]=[CH:8][C:7]([O:10][CH3:11])=[C:6]([N+:12]([O-:14])=[O:13])[CH:5]=1. (7) Given the reactants [CH3:1][N:2]([CH3:17])[C:3]([CH:5]1[CH2:10][C:9](=O)[C:8]([NH:12][C:13](=O)[CH3:14])=[C:7]([OH:16])[CH2:6]1)=[O:4].[CH3:18][NH2:19].O1CCCC1, predict the reaction product. The product is: [CH3:17][N:2]([CH3:1])[C:3]([CH:5]1[CH2:6][C:7](=[O:16])[C:8]2[N:12]=[C:13]([CH3:14])[N:19]([CH3:18])[C:9]=2[CH2:10]1)=[O:4]. (8) The product is: [C:1]([O:5][C:6]([N:8]1[CH2:9][CH2:10][CH:11]([S:26][C:23]2[CH:24]=[CH:25][C:20]([Cl:19])=[CH:21][CH:22]=2)[CH2:12][CH2:13]1)=[O:7])([CH3:2])([CH3:3])[CH3:4]. Given the reactants [C:1]([O:5][C:6]([N:8]1[CH2:13][CH2:12][CH:11](OS(C)(=O)=O)[CH2:10][CH2:9]1)=[O:7])([CH3:4])([CH3:3])[CH3:2].[Cl:19][C:20]1[CH:25]=[CH:24][C:23]([SH:26])=[CH:22][CH:21]=1.C([O-])([O-])=O.[K+].[K+], predict the reaction product.